The task is: Predict the reaction yield, written as a fraction of the theoretical maximum amount of product (1.0 means a 100% yield; for example, 0.34 means a 34% yield).. This data is from Reaction yield outcomes from USPTO patents with 853,638 reactions. (1) The reactants are [F:1][C:2]([F:21])([F:20])[S:3](N(C1C=CC=CC=1)[S:3]([C:2]([F:21])([F:20])[F:1])(=[O:5])=[O:4])(=[O:5])=[O:4].[OH:22][C:23]1[C:24]2[CH2:44][N:43]([C:45]([O:47][C:48]([CH3:51])([CH3:50])[CH3:49])=[O:46])[CH2:42][CH2:41][C:25]=2[N:26]=[C:27]([NH:29][C:30]2[CH:35]=[CH:34][C:33]([C:36]3[O:40][CH:39]=[N:38][CH:37]=3)=[CH:32][CH:31]=2)[N:28]=1.N12CCCN=C1CCCCC2. The catalyst is C(Cl)Cl.CN(C)C1C=CN=CC=1. The product is [O:40]1[C:36]([C:33]2[CH:34]=[CH:35][C:30]([NH:29][C:27]3[N:28]=[C:23]([O:22][S:3]([C:2]([F:21])([F:20])[F:1])(=[O:5])=[O:4])[C:24]4[CH2:44][N:43]([C:45]([O:47][C:48]([CH3:51])([CH3:50])[CH3:49])=[O:46])[CH2:42][CH2:41][C:25]=4[N:26]=3)=[CH:31][CH:32]=2)=[CH:37][N:38]=[CH:39]1. The yield is 0.800. (2) The catalyst is O1CCCC1. The yield is 0.920. The product is [CH3:1][CH:2]1[CH2:7][CH:6]([CH3:8])[CH2:5][N:4]([C:10]2[N:15]=[C:14]([CH3:16])[C:13]([CH:17]([CH2:22][CH2:23][CH3:24])[C:18]([O:20][CH3:21])=[O:19])=[C:12]([C:25]3[CH:30]=[CH:29][C:28]([CH3:31])=[CH:27][CH:26]=3)[N:11]=2)[CH2:3]1. The reactants are [CH3:1][CH:2]1[CH2:7][CH:6]([CH3:8])[CH2:5][NH:4][CH2:3]1.Cl[C:10]1[N:15]=[C:14]([CH3:16])[C:13]([CH:17]([CH2:22][CH2:23][CH3:24])[C:18]([O:20][CH3:21])=[O:19])=[C:12]([C:25]2[CH:30]=[CH:29][C:28]([CH3:31])=[CH:27][CH:26]=2)[N:11]=1. (3) The reactants are [CH3:1][CH:2]([CH3:33])[CH2:3][C@H:4]([NH:25][C:26](=[O:32])[O:27][C:28]([CH3:31])([CH3:30])[CH3:29])[CH2:5][O:6][C:7]1[C:8]([CH:23]=C)=[CH:9][C:10]2[C:19]3[C:14](=[CH:15][N:16]=[CH:17][CH:18]=3)[C:13](=[O:20])[N:12]([CH3:21])[C:11]=2[CH:22]=1.CC1C=CC=C(C)N=1.I([O-])(=O)(=O)=[O:43].[Na+]. The catalyst is O1CCOCC1.O.[Os](=O)(=O)(=O)=O. The product is [CH:23]([C:8]1[C:7]([O:6][CH2:5][C@@H:4]([NH:25][C:26](=[O:32])[O:27][C:28]([CH3:31])([CH3:29])[CH3:30])[CH2:3][CH:2]([CH3:1])[CH3:33])=[CH:22][C:11]2[N:12]([CH3:21])[C:13](=[O:20])[C:14]3[C:19]([C:10]=2[CH:9]=1)=[CH:18][CH:17]=[N:16][CH:15]=3)=[O:43]. The yield is 0.530. (4) The reactants are C1(S([N:10]2[C:18]3[C:13](=[CH:14][C:15]([C:19]4[N:20]=[C:21]([C:25]5[CH:30]=[CH:29][N:28]=[CH:27][CH:26]=5)[S:22][C:23]=4[CH3:24])=[CH:16][CH:17]=3)[CH:12]=[C:11]2[C:31]2[C:36]([F:37])=[CH:35][CH:34]=[CH:33][C:32]=2[F:38])(=O)=O)C=CC=CC=1.C([O-])([O-])=O.[Cs+].[Cs+]. The catalyst is C1COCC1.CO. The product is [F:37][C:36]1[CH:35]=[CH:34][CH:33]=[C:32]([F:38])[C:31]=1[C:11]1[NH:10][C:18]2[C:13]([CH:12]=1)=[CH:14][C:15]([C:19]1[N:20]=[C:21]([C:25]3[CH:26]=[CH:27][N:28]=[CH:29][CH:30]=3)[S:22][C:23]=1[CH3:24])=[CH:16][CH:17]=2. The yield is 0.580. (5) The reactants are Br[C:2]1[CH:3]=[C:4]2[C:9](=[CH:10][CH:11]=1)[O:8][CH:7]([C:12]1[CH:17]=[CH:16][CH:15]=[CH:14][CH:13]=1)[CH2:6][C:5]2=[CH2:18].[C:19]([C:21]1[CH:22]=[C:23](B(O)O)[CH:24]=[CH:25][CH:26]=1)#[N:20]. The catalyst is O1CCOCC1.C([O-])([O-])=O.[Cs+].[Cs+].Cl[Pd](Cl)([P](C1C=CC=CC=1)(C1C=CC=CC=1)C1C=CC=CC=1)[P](C1C=CC=CC=1)(C1C=CC=CC=1)C1C=CC=CC=1. The yield is 0.510. The product is [CH2:18]=[C:5]1[C:4]2[C:9](=[CH:10][CH:11]=[C:2]([C:25]3[CH:26]=[C:21]([CH:22]=[CH:23][CH:24]=3)[C:19]#[N:20])[CH:3]=2)[O:8][CH:7]([C:12]2[CH:17]=[CH:16][CH:15]=[CH:14][CH:13]=2)[CH2:6]1. (6) The reactants are [Br:1][C:2]1[CH:3]=[C:4]([CH2:8][CH2:9][OH:10])[CH:5]=[CH:6][CH:7]=1.N1C=CN=C1.[Si:16](Cl)([C:19]([CH3:22])([CH3:21])[CH3:20])([CH3:18])[CH3:17]. The product is [Br:1][C:2]1[CH:3]=[C:4]([CH:5]=[CH:6][CH:7]=1)[CH2:8][CH2:9][O:10][Si:16]([C:19]([CH3:22])([CH3:21])[CH3:20])([CH3:18])[CH3:17]. The catalyst is C(Cl)Cl. The yield is 0.990.